This data is from Reaction yield outcomes from USPTO patents with 853,638 reactions. The task is: Predict the reaction yield, written as a fraction of the theoretical maximum amount of product (1.0 means a 100% yield; for example, 0.34 means a 34% yield). (1) The reactants are [N:1]1[CH:6]=[CH:5][CH:4]=[CH:3][C:2]=1[C:7]1[C:8]([NH2:13])=[N:9][NH:10][C:11]=1[NH2:12].[CH3:14][N:15]1[C:23]2[C:18](=[CH:19][C:20]([C:24](=O)[CH2:25][C:26](OCC)=[O:27])=[CH:21][CH:22]=2)[CH:17]=[N:16]1.CC1C=CC(S(O)(=O)=O)=CC=1. The catalyst is CCCCO. The product is [NH2:12][C:11]1[C:7]([C:2]2[CH:3]=[CH:4][CH:5]=[CH:6][N:1]=2)=[C:8]2[NH:13][C:24]([C:20]3[CH:19]=[C:18]4[C:23](=[CH:22][CH:21]=3)[N:15]([CH3:14])[N:16]=[CH:17]4)=[CH:25][C:26](=[O:27])[N:9]2[N:10]=1. The yield is 0.180. (2) The reactants are [CH3:1][O:2][C:3]1[CH:8]=[CH:7][C:6]([N:9]2[C:13]3[C:14](=[O:31])[N:15]([C:18]4[CH:23]=[CH:22][C:21]([N:24]5[CH:29]=[CH:28][CH:27]=[CH:26][C:25]5=[O:30])=[CH:20][CH:19]=4)[CH2:16][CH2:17][C:12]=3[C:11]([C:32]([O:34]CC)=[O:33])=[N:10]2)=[CH:5][CH:4]=1.[OH-].[Li+].CO.Cl. The catalyst is O.C1COCC1. The product is [CH3:1][O:2][C:3]1[CH:8]=[CH:7][C:6]([N:9]2[C:13]3[C:14](=[O:31])[N:15]([C:18]4[CH:19]=[CH:20][C:21]([N:24]5[CH:29]=[CH:28][CH:27]=[CH:26][C:25]5=[O:30])=[CH:22][CH:23]=4)[CH2:16][CH2:17][C:12]=3[C:11]([C:32]([OH:34])=[O:33])=[N:10]2)=[CH:5][CH:4]=1. The yield is 0.790. (3) The reactants are [Cl:1][C:2]1[CH:8]=[CH:7][C:5]([NH2:6])=[C:4]([C:9]2[NH:10][CH:11]=[CH:12][CH:13]=2)[CH:3]=1.[C:14]([O-])([O-])=[O:15].[K+].[K+].ClC(Cl)(OC(=O)OC(Cl)(Cl)Cl)Cl.C1COCC1. The catalyst is CO.C(Cl)Cl. The product is [Cl:1][C:2]1[CH:8]=[CH:7][C:5]2[NH:6][C:14](=[O:15])[N:10]3[CH:11]=[CH:12][CH:13]=[C:9]3[C:4]=2[CH:3]=1. The yield is 0.700.